Task: Predict the reactants needed to synthesize the given product.. Dataset: Full USPTO retrosynthesis dataset with 1.9M reactions from patents (1976-2016) (1) Given the product [C:1]1([C:7](=[N:14][C:15]2[CH:16]=[C:17]([C:21]([C:23]3[C:31]4[CH:30]=[N:29][CH:28]=[N:27][C:26]=4[NH:25][CH:24]=3)=[O:22])[CH:18]=[N:19][CH:20]=2)[C:8]2[CH:9]=[CH:10][CH:11]=[CH:12][CH:13]=2)[CH:6]=[CH:5][CH:4]=[CH:3][CH:2]=1, predict the reactants needed to synthesize it. The reactants are: [C:1]1([C:7](=[N:14][C:15]2[CH:16]=[C:17]([CH:21]([C:23]3[C:31]4[CH:30]=[N:29][CH:28]=[N:27][C:26]=4[NH:25][CH:24]=3)[OH:22])[CH:18]=[N:19][CH:20]=2)[C:8]2[CH:13]=[CH:12][CH:11]=[CH:10][CH:9]=2)[CH:6]=[CH:5][CH:4]=[CH:3][CH:2]=1. (2) Given the product [CH2:8]1[C:5]2([CH2:9][C:10](=[O:12])[NH:1][CH2:4]2)[CH2:6][CH2:7]1, predict the reactants needed to synthesize it. The reactants are: [N+:1]([CH2:4][C:5]1([CH2:9][C:10]([O:12]C)=O)[CH2:8][CH2:7][CH2:6]1)([O-])=O.[H][H]. (3) Given the product [OH:4][CH2:5][C:6]([NH:8][C@H:9]1[CH2:13][CH2:12][N:11]([C:14]2[CH:19]=[CH:18][C:17]([N:20]3[CH2:24][C@H:23]([CH2:25][NH:26][C:27]4[CH:31]=[CH:30][O:29][N:28]=4)[O:22][C:21]3=[O:32])=[CH:16][C:15]=2[F:33])[CH2:10]1)=[O:7], predict the reactants needed to synthesize it. The reactants are: C([O:4][CH2:5][C:6]([NH:8][C@H:9]1[CH2:13][CH2:12][N:11]([C:14]2[CH:19]=[CH:18][C:17]([N:20]3[CH2:24][C@H:23]([CH2:25][NH:26][C:27]4[CH:31]=[CH:30][O:29][N:28]=4)[O:22][C:21]3=[O:32])=[CH:16][C:15]=2[F:33])[CH2:10]1)=[O:7])(=O)C.C(=O)([O-])[O-].[K+].[K+]. (4) Given the product [NH2:25][C:24]1[CH:23]=[C:22]([CH:28]=[CH:27][CH:26]=1)[O:21][C:12]1[C:11]2[C:16](=[CH:17][C:18]([O:19][CH3:20])=[C:9]([OH:8])[CH:10]=2)[N:15]=[CH:14][N:13]=1, predict the reactants needed to synthesize it. The reactants are: C([O:8][C:9]1[CH:10]=[C:11]2[C:16](=[CH:17][C:18]=1[O:19][CH3:20])[N:15]=[CH:14][N:13]=[C:12]2[O:21][C:22]1[CH:23]=[C:24]([CH:26]=[CH:27][CH:28]=1)[NH2:25])C1C=CC=CC=1. (5) Given the product [CH3:23][O:22][C:20](=[O:21])[CH2:19][CH2:18][CH2:17][N:7]1[C:6]2[CH:5]=[CH:4][CH:3]=[C:2]([NH:1][CH2:39][C:38]3[CH:41]=[CH:42][C:35]([O:34][CH2:33][CH2:32][CH2:31][CH2:30][C:24]4[CH:25]=[CH:26][CH:27]=[CH:28][CH:29]=4)=[CH:36][CH:37]=3)[C:11]=2[O:10][CH:9]([C:12]([O:14][CH2:15][CH3:16])=[O:13])[CH2:8]1, predict the reactants needed to synthesize it. The reactants are: [NH2:1][C:2]1[C:11]2[O:10][CH:9]([C:12]([O:14][CH2:15][CH3:16])=[O:13])[CH2:8][N:7]([CH2:17][CH2:18][CH2:19][C:20]([O:22][CH3:23])=[O:21])[C:6]=2[CH:5]=[CH:4][CH:3]=1.[C:24]1([CH2:30][CH2:31][CH2:32][CH2:33][O:34][C:35]2[CH:42]=[CH:41][C:38]([CH:39]=O)=[CH:37][CH:36]=2)[CH:29]=[CH:28][CH:27]=[CH:26][CH:25]=1.C(O[BH-](OC(=O)C)OC(=O)C)(=O)C.[Na+].O. (6) Given the product [CH2:1]([N:8]1[CH:12]=[C:11]([C:13]([NH2:43])=[O:14])[C:10]([O:16][CH2:17][C:18]2[CH:23]=[CH:22][C:21]([O:24][CH2:25][C:26]3[N:27]=[C:28]([C:32]4[CH:33]=[CH:34][CH:35]=[CH:36][CH:37]=4)[O:29][C:30]=3[CH3:31])=[C:20]([O:38][CH3:39])[CH:19]=2)=[N:9]1)[C:2]1[CH:3]=[CH:4][CH:5]=[CH:6][CH:7]=1, predict the reactants needed to synthesize it. The reactants are: [CH2:1]([N:8]1[CH:12]=[C:11]([C:13](O)=[O:14])[C:10]([O:16][CH2:17][C:18]2[CH:23]=[CH:22][C:21]([O:24][CH2:25][C:26]3[N:27]=[C:28]([C:32]4[CH:37]=[CH:36][CH:35]=[CH:34][CH:33]=4)[O:29][C:30]=3[CH3:31])=[C:20]([O:38][CH3:39])[CH:19]=2)=[N:9]1)[C:2]1[CH:7]=[CH:6][CH:5]=[CH:4][CH:3]=1.Cl.C([N:43]=C=NCCCN(C)C)C.CN(C)C=O. (7) Given the product [C:24]([O:23][C:21]([N:7]([CH:4]1[CH2:3][CH2:2][O:1][CH2:6][CH2:5]1)[CH2:8][CH2:9][NH:10][C:11](=[O:20])[O:12][CH2:13][C:14]1[CH:15]=[CH:16][CH:17]=[CH:18][CH:19]=1)=[O:22])([CH3:27])([CH3:26])[CH3:25], predict the reactants needed to synthesize it. The reactants are: [O:1]1[CH2:6][CH2:5][CH:4]([NH:7][CH2:8][CH2:9][NH:10][C:11](=[O:20])[O:12][CH2:13][C:14]2[CH:19]=[CH:18][CH:17]=[CH:16][CH:15]=2)[CH2:3][CH2:2]1.[C:21](O[C:21]([O:23][C:24]([CH3:27])([CH3:26])[CH3:25])=[O:22])([O:23][C:24]([CH3:27])([CH3:26])[CH3:25])=[O:22]. (8) Given the product [Br:1][C:2]1[CH:14]=[CH:13][C:5]2[O:6][CH2:7][CH2:8][CH2:9][C:10](=[O:11])[C:4]=2[CH:3]=1, predict the reactants needed to synthesize it. The reactants are: [Br:1][C:2]1[CH:14]=[CH:13][C:5]([O:6][CH2:7][CH2:8][CH2:9][C:10](Cl)=[O:11])=[CH:4][CH:3]=1.[Al+3].[Cl-].[Cl-].[Cl-]. (9) Given the product [ClH:18].[CH2:23]([O:22][C:14]1[CH:15]=[C:10]([CH2:9][C@H:8]([NH2:7])[C@H:16]([OH:19])[CH2:17][Cl:18])[CH:11]=[CH:12][CH:13]=1)[CH:24]=[CH2:25], predict the reactants needed to synthesize it. The reactants are: C(OC(=O)[NH:7][C@H:8]([C@H:16]([OH:19])[CH2:17][Cl:18])[CH2:9][C@H:10]([CH3:15])[CH2:11][CH2:12][CH:13]=[CH2:14])(C)(C)C.C[O:22][C:23](=O)[C@@H:24](NC(OC(C)(C)C)=O)[CH2:25]C1C=CC=C(OCC=C)C=1.Cl.CCOCC.